The task is: Predict which catalyst facilitates the given reaction.. This data is from Catalyst prediction with 721,799 reactions and 888 catalyst types from USPTO. (1) Reactant: [CH2:1]([C:8]1[C:13]([O:14]COC)=[CH:12][CH:11]=[CH:10][C:9]=1[O:18]COC)[C:2]1[CH:7]=[CH:6][CH:5]=[CH:4][CH:3]=1.Cl.O. Product: [CH2:1]([C:8]1[C:9]([OH:18])=[CH:10][CH:11]=[CH:12][C:13]=1[OH:14])[C:2]1[CH:3]=[CH:4][CH:5]=[CH:6][CH:7]=1. The catalyst class is: 5. (2) Reactant: [CH2:1]([C:5]1[N:6]=[C:7]([C:12]2[CH:17]=[CH:16][C:15]([C:18]([F:21])([F:20])[F:19])=[CH:14][CH:13]=2)[S:8][C:9]=1[CH2:10]O)[CH2:2][CH2:3][CH3:4].C(N(CC)CC)C.CS([Cl:33])(=O)=O. Product: [CH2:1]([C:5]1[N:6]=[C:7]([C:12]2[CH:17]=[CH:16][C:15]([C:18]([F:21])([F:20])[F:19])=[CH:14][CH:13]=2)[S:8][C:9]=1[CH2:10][Cl:33])[CH2:2][CH2:3][CH3:4]. The catalyst class is: 4.